This data is from Reaction yield outcomes from USPTO patents with 853,638 reactions. The task is: Predict the reaction yield, written as a fraction of the theoretical maximum amount of product (1.0 means a 100% yield; for example, 0.34 means a 34% yield). (1) The reactants are [C:1]([N:9]1[CH2:12][CH:11]([NH:13][C:14]2[CH:23]=[CH:22][N:21]=[C:20]3[C:15]=2[C:16]2[CH:28]=[CH:27][CH:26]=[CH:25][C:17]=2[C:18](=[O:24])[NH:19]3)[CH2:10]1)(=O)C1C=CC=CC=1.C([O-])([O-])=O.[K+].[K+].ClC[C:37]([NH:39][C:40]1[CH:45]=[CH:44][CH:43]=[CH:42][CH:41]=1)=[O:38]. The catalyst is CO. The product is [O:24]=[C:18]1[C:17]2[CH:25]=[CH:26][CH:27]=[CH:28][C:16]=2[C:15]2[C:20](=[N:21][CH:22]=[CH:23][C:14]=2[NH:13][CH:11]2[CH2:10][N:9]([CH2:1][C:37]([NH:39][C:40]3[CH:45]=[CH:44][CH:43]=[CH:42][CH:41]=3)=[O:38])[CH2:12]2)[NH:19]1. The yield is 0.0600. (2) The reactants are [CH2:1]1[CH:6]2[CH2:7][C:8]3([NH2:11])[CH2:10][CH:4]([CH2:5]2)[CH2:3][CH:2]1[CH2:9]3.[Br:12][C:13]1[CH:14]=[C:15]([CH:18]=O)[S:16][CH:17]=1. No catalyst specified. The product is [Br:12][C:13]1[CH:14]=[C:15]([CH2:18][NH:11][C:8]23[CH2:10][CH:4]4[CH2:5][CH:6]([CH2:1][CH:2]([CH2:3]4)[CH2:9]2)[CH2:7]3)[S:16][CH:17]=1. The yield is 0.710. (3) The reactants are [NH2:1][C:2]1[N:3]=[C:4]([NH2:13])[C:5]2[N:11]=[C:10](Cl)[CH:9]=[CH:8][C:6]=2[N:7]=1.C([O-])([O-])=O.[K+].[K+].[Cl:20][C:21]1[CH:22]=[C:23](B(O)O)[CH:24]=[CH:25][C:26]=1[O:27][CH3:28]. The catalyst is O1CCOCC1.O.C1C=CC([P]([Pd]([P](C2C=CC=CC=2)(C2C=CC=CC=2)C2C=CC=CC=2)([P](C2C=CC=CC=2)(C2C=CC=CC=2)C2C=CC=CC=2)[P](C2C=CC=CC=2)(C2C=CC=CC=2)C2C=CC=CC=2)(C2C=CC=CC=2)C2C=CC=CC=2)=CC=1. The product is [NH2:1][C:2]1[N:3]=[C:4]([NH2:13])[C:5]2[N:11]=[C:10]([C:23]3[CH:24]=[CH:25][C:26]([O:27][CH3:28])=[C:21]([Cl:20])[CH:22]=3)[CH:9]=[CH:8][C:6]=2[N:7]=1. The yield is 0.390. (4) The reactants are Br[C:2]1[C:10]2[CH:9]([CH2:11][N+:12]([O-:14])=[O:13])[O:8][B:7]([OH:15])[C:6]=2[C:5]([O:16][CH2:17][CH3:18])=[CH:4][CH:3]=1.[CH:19]([Sn](CCCC)(CCCC)CCCC)=[CH2:20]. The catalyst is CN(C=O)C.C1C=CC([P]([Pd]([P](C2C=CC=CC=2)(C2C=CC=CC=2)C2C=CC=CC=2)([P](C2C=CC=CC=2)(C2C=CC=CC=2)C2C=CC=CC=2)[P](C2C=CC=CC=2)(C2C=CC=CC=2)C2C=CC=CC=2)(C2C=CC=CC=2)C2C=CC=CC=2)=CC=1. The product is [CH2:17]([O:16][C:5]1[C:6]2[B:7]([OH:15])[O:8][CH:9]([CH2:11][N+:12]([O-:14])=[O:13])[C:10]=2[C:2]([CH:19]=[CH2:20])=[CH:3][CH:4]=1)[CH3:18]. The yield is 0.870. (5) The reactants are [C:1]([O:5][C:6]([N:8]1[CH2:12][CH2:11][C:10]([C:14]2[CH:19]=[CH:18][CH:17]=[C:16]([F:20])[C:15]=2[F:21])([OH:13])[CH2:9]1)=[O:7])([CH3:4])([CH3:3])[CH3:2].[H-].[Na+].I[CH3:25]. The catalyst is O1CCCC1. The product is [F:21][C:15]1[C:16]([F:20])=[CH:17][CH:18]=[CH:19][C:14]=1[C:10]1([O:13][CH3:25])[CH2:11][CH2:12][N:8]([C:6]([O:5][C:1]([CH3:4])([CH3:2])[CH3:3])=[O:7])[CH2:9]1. The yield is 0.550. (6) The reactants are C([O:4][C:5]1[CH:10]=[CH:9][C:8]([CH:11]=[O:12])=[C:7]([N+:13]([O-:15])=[O:14])[C:6]=1[O:16][CH3:17])(=O)C.C(=O)([O-])[O-].[K+].[K+].O.Cl. The catalyst is CO. The product is [OH:4][C:5]1[CH:10]=[CH:9][C:8]([CH:11]=[O:12])=[C:7]([N+:13]([O-:15])=[O:14])[C:6]=1[O:16][CH3:17]. The yield is 0.963. (7) The reactants are [CH2:1]([O:8][C:9]1[CH:10]=[CH:11][C:12]([OH:32])=[C:13]([CH:15]2[C:23]3[C:18](=[CH:19][CH:20]=[CH:21][CH:22]=3)[N:17]([CH2:24][C:25]3[S:26][C:27]([Cl:30])=[CH:28][CH:29]=3)[C:16]2=[O:31])[CH:14]=1)[C:2]1[CH:7]=[CH:6][CH:5]=[CH:4][CH:3]=1.[CH2:33]=[O:34].[OH-].[Na+]. The catalyst is O1CCCC1.O. The product is [CH2:1]([O:8][C:9]1[CH:10]=[CH:11][C:12]([OH:32])=[C:13]([C:15]2([CH2:33][OH:34])[C:23]3[C:18](=[CH:19][CH:20]=[CH:21][CH:22]=3)[N:17]([CH2:24][C:25]3[S:26][C:27]([Cl:30])=[CH:28][CH:29]=3)[C:16]2=[O:31])[CH:14]=1)[C:2]1[CH:7]=[CH:6][CH:5]=[CH:4][CH:3]=1. The yield is 0.910. (8) The reactants are [Cl:1][C:2]1[C:3]([CH2:21]O)=[N:4][CH:5]=[C:6]([CH:8]2[CH2:13][CH2:12][N:11]([C:14]([O:16][C:17]([CH3:20])([CH3:19])[CH3:18])=[O:15])[CH2:10][CH2:9]2)[CH:7]=1.N1C=CC=CC=1.S(Cl)([Cl:31])=O. The catalyst is ClCCl. The product is [Cl:1][C:2]1[C:3]([CH2:21][Cl:31])=[N:4][CH:5]=[C:6]([CH:8]2[CH2:13][CH2:12][N:11]([C:14]([O:16][C:17]([CH3:20])([CH3:19])[CH3:18])=[O:15])[CH2:10][CH2:9]2)[CH:7]=1. The yield is 0.390. (9) The reactants are C([O:4][C@H:5]1[C:9]2[N:10]=[CH:11][N:12]=[C:13]([N:14]3[CH2:19][CH2:18][N:17]([C:20]([O:22][C:23]([CH3:26])([CH3:25])[CH3:24])=[O:21])[CH2:16][CH2:15]3)[C:8]=2[C@H:7]([CH3:27])[CH2:6]1)(=O)C.[Li+].[OH-]. The catalyst is C1COCC1. The product is [OH:4][C@H:5]1[C:9]2[N:10]=[CH:11][N:12]=[C:13]([N:14]3[CH2:19][CH2:18][N:17]([C:20]([O:22][C:23]([CH3:26])([CH3:25])[CH3:24])=[O:21])[CH2:16][CH2:15]3)[C:8]=2[C@H:7]([CH3:27])[CH2:6]1. The yield is 0.700.